Task: Predict the product of the given reaction.. Dataset: Forward reaction prediction with 1.9M reactions from USPTO patents (1976-2016) Given the reactants C(OC(=O)[NH:7][C:8]12[CH2:13][CH:12]1[CH2:11][N:10]([C:14]1[N:15]=[C:16]([NH:24][C:25]3[CH:29]=[C:28]([CH3:30])[NH:27][N:26]=3)[C:17]3[CH:23]=[CH:22][CH:21]=[N:20][C:18]=3[N:19]=1)[CH2:9]2)(C)(C)C.[C:32]([OH:38])([C:34]([F:37])([F:36])[F:35])=[O:33].C(Cl)Cl, predict the reaction product. The product is: [NH2:7][C:8]12[CH2:13][C:12]1([CH3:32])[CH2:11][N:10]([C:14]1[N:15]=[C:16]([NH:24][C:25]3[CH:29]=[C:28]([CH3:30])[NH:27][N:26]=3)[C:17]3[CH:23]=[CH:22][CH:21]=[N:20][C:18]=3[N:19]=1)[CH2:9]2.[C:32]([OH:38])([C:34]([F:37])([F:36])[F:35])=[O:33].